Dataset: Forward reaction prediction with 1.9M reactions from USPTO patents (1976-2016). Task: Predict the product of the given reaction. (1) Given the reactants Cl[C:2]1[C:3](=[O:16])[NH:4][C:5]2[C:10]([N:11]=1)=[CH:9][C:8]([C:12]([O:14][CH3:15])=[O:13])=[CH:7][CH:6]=2.CCN(C(C)C)C(C)C.Cl.[CH3:27][N:28]([CH3:39])[C:29]1[CH:30]=[C:31]2[C:36](=[CH:37][CH:38]=1)[NH:35][CH2:34][CH2:33][CH2:32]2, predict the reaction product. The product is: [CH3:27][N:28]([CH3:39])[C:29]1[CH:30]=[C:31]2[C:36](=[CH:37][CH:38]=1)[N:35]([C:2]1[C:3](=[O:16])[NH:4][C:5]3[C:10]([N:11]=1)=[CH:9][C:8]([C:12]([O:14][CH3:15])=[O:13])=[CH:7][CH:6]=3)[CH2:34][CH2:33][CH2:32]2. (2) Given the reactants [C:1]([C:5]1[N:9]([CH2:10][CH:11]2[CH2:16][CH2:15][O:14][CH2:13][CH2:12]2)[C:8]2[CH:17]=[CH:18][C:19]([S:21](Cl)(=[O:23])=[O:22])=[CH:20][C:7]=2[N:6]=1)([CH3:4])([CH3:3])[CH3:2].[NH:25]1[CH2:30][CH2:29][CH2:28][C@@H:27]([C:31]([O:33][CH2:34][CH3:35])=[O:32])[CH2:26]1.CCN(C(C)C)C(C)C, predict the reaction product. The product is: [C:1]([C:5]1[N:9]([CH2:10][CH:11]2[CH2:16][CH2:15][O:14][CH2:13][CH2:12]2)[C:8]2[CH:17]=[CH:18][C:19]([S:21]([N:25]3[CH2:30][CH2:29][CH2:28][C@@H:27]([C:31]([O:33][CH2:34][CH3:35])=[O:32])[CH2:26]3)(=[O:23])=[O:22])=[CH:20][C:7]=2[N:6]=1)([CH3:4])([CH3:3])[CH3:2].